Dataset: NCI-60 drug combinations with 297,098 pairs across 59 cell lines. Task: Regression. Given two drug SMILES strings and cell line genomic features, predict the synergy score measuring deviation from expected non-interaction effect. Drug 1: CC1=CC=C(C=C1)C2=CC(=NN2C3=CC=C(C=C3)S(=O)(=O)N)C(F)(F)F. Drug 2: CN1C(=O)N2C=NC(=C2N=N1)C(=O)N. Cell line: NCIH23. Synergy scores: CSS=-0.805, Synergy_ZIP=4.22, Synergy_Bliss=1.99, Synergy_Loewe=1.09, Synergy_HSA=-2.13.